From a dataset of Experimentally validated miRNA-target interactions with 360,000+ pairs, plus equal number of negative samples. Binary Classification. Given a miRNA mature sequence and a target amino acid sequence, predict their likelihood of interaction. (1) The miRNA is mmu-miR-19b-3p with sequence UGUGCAAAUCCAUGCAAAACUGA. The protein sequence of the target gene is MIEESGNKRKTMAEKRQLFIEMRAQNFDVIRLSTYRTACKLRFVQKRCNLHLVDIWNMIEAFRDNGLNTLDHTTEISVSRLETVISSIYYQLNKRLPSTHQISVEQSISLLLNFMIAAYDSEGRGKLTVFSVKAMLATMCGGKMLDKLRYVFSQMSDSNGLMIFSKFDQFLKEVLKLPTAVFEGPSFGYTEHSVRTCFPQQRKIMLNMFLDTMMADPPPQCLVWLPLMHRLAHVENVFHPVECSYCRCESMMGFRYRCQQCHNYQLCQNCFWRGHAGGPHSNQHQMKEHSSWKSPAKKLS.... Result: 0 (no interaction). (2) The miRNA is hsa-miR-7153-3p with sequence CACCAUGGACGGUUUACC. The protein sequence of the target gene is MESSGSAACCPVLQQRARWERKRVCTARELLETERRYQEQLGLVATYFLRILKAKGTLRPPELQTLFGTWELIYAASLELLPYLEEGQWGLGLQGFCPHLELYAQFAANAERSQTTLQAQLKKNKRFRRFVKLQEGRPEFRGLQLQDLLPLPLQRLQQYENLVVALAENTVPNSPDYQQLTRAARLVSETAQKVHAIGQSQKNDQHLLRVQALLSGRKAKGLTSGRWFLRQGWLLVVPPTGEPRPRMFFLFSDVLLMAKPRPPLHLLKSGTFVCRALYPMSQCHLSRVFGHSGGPCGGLL.... Result: 0 (no interaction).